This data is from Forward reaction prediction with 1.9M reactions from USPTO patents (1976-2016). The task is: Predict the product of the given reaction. (1) Given the reactants [CH3:1][O:2][CH2:3][C:4]1[CH:5]=[C:6](B(O)O)[CH:7]=[CH:8][CH:9]=1.Br[C:14]1[CH:19]=[CH:18][C:17]([C:20]([CH3:25])([CH3:24])[C:21]([OH:23])=[O:22])=[CH:16][CH:15]=1, predict the reaction product. The product is: [CH3:1][O:2][CH2:3][C:4]1[CH:5]=[C:6]([C:14]2[CH:19]=[CH:18][C:17]([C:20]([CH3:25])([CH3:24])[C:21]([OH:23])=[O:22])=[CH:16][CH:15]=2)[CH:7]=[CH:8][CH:9]=1. (2) Given the reactants [CH:1]1([C:4]2(C(O)=O)[CH2:8][S:7][N:6]=[N:5]2)[CH2:3][CH2:2]1.[I-].[Cl:13]C1C=CC=C[N+]=1C.C(N(CC)CC)C.Cl[C:29]1[CH:35]=[C:34]([CH3:36])[CH:33]=[CH:32][C:30]=1[NH2:31].C1[CH2:41][O:40]CC1, predict the reaction product. The product is: [Cl:13][C:35]1[CH:29]=[C:30]([CH:32]=[CH:33][C:34]=1[CH3:36])[NH:31][C:41]([C:8]1[S:7][N:6]=[N:5][C:4]=1[CH:1]1[CH2:2][CH2:3]1)=[O:40].